This data is from Full USPTO retrosynthesis dataset with 1.9M reactions from patents (1976-2016). The task is: Predict the reactants needed to synthesize the given product. (1) Given the product [F:20][C:2]([F:1])([F:19])[C:3]1[CH:4]=[CH:5][C:6]([C@@H:9]2[C:18]3[C:13](=[CH:14][CH:15]=[CH:16][CH:17]=3)[CH2:12][CH2:11][NH:10]2)=[CH:7][CH:8]=1, predict the reactants needed to synthesize it. The reactants are: [F:1][C:2]([F:20])([F:19])[C:3]1[CH:8]=[CH:7][C:6]([CH:9]2[C:18]3[C:13](=[CH:14][CH:15]=[CH:16][CH:17]=3)[CH2:12][CH2:11][NH:10]2)=[CH:5][CH:4]=1.CO.C(=O)=O. (2) Given the product [CH2:22]([C:13]1[N:14]([CH2:15][CH:16]2[CH2:21][CH2:20][O:19][CH2:18][CH2:17]2)[C:10]2[C:9]3[CH:8]=[CH:7][C:6]([O:24][CH2:26][C:27]([N:29]4[CH2:34][CH2:33][O:32][CH2:31][CH2:30]4)=[O:28])=[CH:5][C:4]=3[N:3]=[C:2]([NH2:1])[C:11]=2[N:12]=1)[CH3:23], predict the reactants needed to synthesize it. The reactants are: [NH2:1][C:2]1[C:11]2[N:12]=[C:13]([CH2:22][CH3:23])[N:14]([CH2:15][CH:16]3[CH2:21][CH2:20][O:19][CH2:18][CH2:17]3)[C:10]=2[C:9]2[CH:8]=[CH:7][C:6]([OH:24])=[CH:5][C:4]=2[N:3]=1.Br[CH2:26][C:27]([N:29]1[CH2:34][CH2:33][O:32][CH2:31][CH2:30]1)=[O:28].C(=O)([O-])[O-].[Cs+].[Cs+].CN(C=O)C. (3) Given the product [ClH:24].[C:42]([O:34][C:32](=[O:33])[CH2:27][NH:26][C:13]1[C:12]([NH:11][C:9]([O:8][CH2:1][C:2]2[CH:7]=[CH:6][CH:5]=[CH:4][CH:3]=2)=[O:10])=[CH:17][N:16]=[C:15]([C:18]2[CH:23]=[CH:22][CH:21]=[CH:20][CH:19]=2)[N:14]=1)([CH3:44])([CH3:35])[CH3:43], predict the reactants needed to synthesize it. The reactants are: [CH2:1]([O:8][C:9]([NH:11][C:12]1[C:13]([Cl:24])=[N:14][C:15]([C:18]2[CH:23]=[CH:22][CH:21]=[CH:20][CH:19]=2)=[N:16][CH:17]=1)=[O:10])[C:2]1[CH:7]=[CH:6][CH:5]=[CH:4][CH:3]=1.Cl.[NH2:26][C@H:27]([C:32]([OH:34])=[O:33])C(C)(C)C.[CH2:35](N(CC)CC)C.[CH:42](O)([CH3:44])[CH3:43]. (4) Given the product [Br:1][C:16]1[CH:17]=[C:18]([CH:19]=[O:20])[O:21][C:15]=1[C:9]1[CH:10]=[CH:11][CH:12]=[CH:13][CH:14]=1, predict the reactants needed to synthesize it. The reactants are: [Br:1]N1C(=O)CCC1=O.[C:9]1([C:15]2[O:21][C:18]([CH:19]=[O:20])=[CH:17][CH:16]=2)[CH:14]=[CH:13][CH:12]=[CH:11][CH:10]=1. (5) Given the product [OH:28][CH2:27][CH:26]([NH:25][C:4]([C:6]1[S:10][C:9](/[CH:11]=[CH:12]/[C:13]2[C:14]([C:19]3[CH:20]=[CH:21][CH:22]=[CH:23][CH:24]=3)=[N:15][O:16][C:17]=2[CH3:18])=[N:8][CH:7]=1)=[O:5])[CH3:29], predict the reactants needed to synthesize it. The reactants are: C(O[C:4]([C:6]1[S:10][C:9](/[CH:11]=[CH:12]/[C:13]2[C:14]([C:19]3[CH:24]=[CH:23][CH:22]=[CH:21][CH:20]=3)=[N:15][O:16][C:17]=2[CH3:18])=[N:8][CH:7]=1)=[O:5])C.[NH2:25][CH:26]([CH3:29])[CH2:27][OH:28]. (6) The reactants are: [OH:1][CH2:2][C@H:3]([NH:8][S:9]([C:12]1[CH:17]=[CH:16][C:15]([CH3:18])=[CH:14][CH:13]=1)(=[O:11])=[O:10])[C:4]([O:6][CH3:7])=[O:5].[C:19]([O-])([O-])=O.[K+].[K+].IC. Given the product [OH:1][CH2:2][C@H:3]([N:8]([CH3:19])[S:9]([C:12]1[CH:13]=[CH:14][C:15]([CH3:18])=[CH:16][CH:17]=1)(=[O:11])=[O:10])[C:4]([O:6][CH3:7])=[O:5], predict the reactants needed to synthesize it. (7) Given the product [CH2:1]([O:3][C:4](=[O:28])[CH2:5][N:6]1[C:14]2[C:9](=[CH:10][CH:11]=[CH:12][CH:13]=2)[C:8]2([C:17]3=[CH:18][C:19]4[O:23][CH2:22][O:21][C:20]=4[CH:24]=[C:25]3[O:16][CH2:15]2)[C:7]1=[O:27])[CH3:2], predict the reactants needed to synthesize it. The reactants are: [CH2:1]([O:3][C:4](=[O:28])[CH2:5][N:6]1[C:14]2[C:9](=[CH:10][CH:11]=[CH:12][CH:13]=2)[C:8]([C:17]2[C:25](O)=[CH:24][C:20]3[O:21][CH2:22][O:23][C:19]=3[CH:18]=2)([CH2:15][OH:16])[C:7]1=[O:27])[CH3:2].C1(CCN2C3C(=CC=CC=3)C(C3C(O)=CC4OCOC=4C=3)(CO)C2=O)CC1.